Task: Predict the product of the given reaction.. Dataset: Forward reaction prediction with 1.9M reactions from USPTO patents (1976-2016) (1) Given the reactants [C:1]([O:5][C:6](=[O:33])[N:7]([CH2:24][C:25]1[CH:30]=[CH:29][CH:28]=[CH:27][C:26]=1[O:31][CH3:32])[CH2:8][C:9]1[CH:14]=[CH:13][CH:12]=[C:11]([CH2:15][CH2:16][O:17]C2CCCCO2)[CH:10]=1)([CH3:4])([CH3:3])[CH3:2], predict the reaction product. The product is: [C:1]([O:5][C:6](=[O:33])[N:7]([CH2:24][C:25]1[CH:30]=[CH:29][CH:28]=[CH:27][C:26]=1[O:31][CH3:32])[CH2:8][C:9]1[CH:14]=[CH:13][CH:12]=[C:11]([CH2:15][CH2:16][OH:17])[CH:10]=1)([CH3:3])([CH3:4])[CH3:2]. (2) Given the reactants Cl[C:2]1[C:11]2[C:6](=[CH:7][CH:8]=[CH:9][CH:10]=2)[N:5]([CH2:12][C:13]2[CH:18]=[CH:17][C:16]([F:19])=[CH:15][CH:14]=2)[C:4](=[O:20])[C:3]=1[C:21]#[N:22].[NH:23]1[CH2:28][CH2:27][NH:26][CH2:25][CH2:24]1, predict the reaction product. The product is: [F:19][C:16]1[CH:17]=[CH:18][C:13]([CH2:12][N:5]2[C:6]3[C:11](=[CH:10][CH:9]=[CH:8][CH:7]=3)[C:2]([N:23]3[CH2:28][CH2:27][NH:26][CH2:25][CH2:24]3)=[C:3]([C:21]#[N:22])[C:4]2=[O:20])=[CH:14][CH:15]=1. (3) Given the reactants C([C:4]1[C:9]([CH3:10])=[CH:8][C:7]([CH:11]2[O:16][CH2:15][CH2:14][CH2:13][O:12]2)=[CH:6][C:5]=1[CH3:17])C=C.[OH2:18].[CH3:19][C:20]([CH3:22])=[O:21], predict the reaction product. The product is: [O:12]1[CH2:13][CH2:14][CH2:15][O:16][CH:11]1[C:7]1[CH:8]=[C:9]([CH3:10])[C:4]([CH2:19][CH:20]([OH:21])[CH2:22][OH:18])=[C:5]([CH3:17])[CH:6]=1.